Binary Classification. Given a drug SMILES string, predict its activity (active/inactive) in a high-throughput screening assay against a specified biological target. From a dataset of Tyrosyl-DNA phosphodiesterase HTS with 341,365 compounds. (1) The drug is S(=O)(=O)(N1CCCCC1)c1ccc(S(=O)(=O)N(Cc2sccc2)CC(=O)Nc2ccccc2)cc1. The result is 0 (inactive). (2) The drug is S=C(N(CC1N(CCC1)CC)Cc1cc2c([nH]c1=O)cc(cc2)C)Nc1c(OCC)cccc1. The result is 0 (inactive). (3) The drug is S(=O)(=O)(N1CC(CCC1)C(=O)NCCCOC(C)C)CCC. The result is 0 (inactive). (4) The molecule is O=C(Nc1cc(OC)c(OC)c(OC)c1)Cc1c2c([nH]c1C(O)=O)cccc2. The result is 0 (inactive). (5) The compound is s1cc(nc1N)CC(OC)=O. The result is 0 (inactive). (6) The drug is s1c(C2N(CCN(C)C)C(=O)C(O)=C2C(=O)c2sc(nc2C)C)ccc1. The result is 0 (inactive). (7) The molecule is o1c(c2n(c(=O)c3c(n(nc3)c3ccc(cc3)C)n2)c2cc(OC)ccc2)ccc1. The result is 0 (inactive).